This data is from Catalyst prediction with 721,799 reactions and 888 catalyst types from USPTO. The task is: Predict which catalyst facilitates the given reaction. (1) Reactant: [NH2:1][C:2]1[S:6][C:5]([NH:7][C:8]2[CH:17]=[CH:16][C:15]3[C:10](=[CH:11][CH:12]=[CH:13][CH:14]=3)[CH:9]=2)=[N:4][C:3]=1[C:18]([NH2:20])=[O:19].[CH3:21][C:22]1[CH:30]=[CH:29][C:25]([C:26](Cl)=[O:27])=[CH:24][C:23]=1[N+:31]([O-:33])=[O:32]. Product: [CH3:21][C:22]1[CH:30]=[CH:29][C:25]([C:26]([NH:1][C:2]2[S:6][C:5]([NH:7][C:8]3[CH:17]=[CH:16][C:15]4[C:10](=[CH:11][CH:12]=[CH:13][CH:14]=4)[CH:9]=3)=[N:4][C:3]=2[C:18]([NH2:20])=[O:19])=[O:27])=[CH:24][C:23]=1[N+:31]([O-:33])=[O:32]. The catalyst class is: 17. (2) Reactant: [ClH:1].C(OC([N:9]1[CH2:14][CH2:13][N:12]([C:15]2[CH:20]=[CH:19][C:18]([NH:21][C:22]([C:24]3[N:25]=[C:26]([C:33]4[CH:38]=[CH:37][CH:36]=[CH:35][CH:34]=4)[O:27][C:28]=3[C:29]([F:32])([F:31])[F:30])=[O:23])=[CH:17][CH:16]=2)[CH2:11][CH2:10]1)=O)(C)(C)C. Product: [ClH:1].[N:12]1([C:15]2[CH:20]=[CH:19][C:18]([NH:21][C:22]([C:24]3[N:25]=[C:26]([C:33]4[CH:38]=[CH:37][CH:36]=[CH:35][CH:34]=4)[O:27][C:28]=3[C:29]([F:31])([F:30])[F:32])=[O:23])=[CH:17][CH:16]=2)[CH2:13][CH2:14][NH:9][CH2:10][CH2:11]1. The catalyst class is: 12.